Dataset: Retrosynthesis with 50K atom-mapped reactions and 10 reaction types from USPTO. Task: Predict the reactants needed to synthesize the given product. Given the product C[C@@H](COc1cccc2ncnc(Nc3ccc(OCc4ccccn4)c(Cl)c3)c12)N(C)C(=O)CO, predict the reactants needed to synthesize it. The reactants are: C[C@@H](COc1cccc2ncnc(Nc3ccc(O)c(Cl)c3)c12)N(C)C(=O)CO.ClCc1ccccn1.